This data is from Forward reaction prediction with 1.9M reactions from USPTO patents (1976-2016). The task is: Predict the product of the given reaction. Given the reactants [Si:1]([O:8][CH:9]([CH:28]1[CH2:37][CH2:36][C:35]2[C:30](=[CH:31][CH:32]=[CH:33][CH:34]=2)[CH2:29]1)[C:10]1[O:11][C:12]([Sn](CCCC)(CCCC)CCCC)=[CH:13][N:14]=1)([C:4]([CH3:7])([CH3:6])[CH3:5])([CH3:3])[CH3:2].Br[C:39]1[CH:44]=[CH:43][CH:42]=[CH:41][N:40]=1, predict the reaction product. The product is: [Si:1]([O:8][CH:9]([CH:28]1[CH2:37][CH2:36][C:35]2[C:30](=[CH:31][CH:32]=[CH:33][CH:34]=2)[CH2:29]1)[C:10]1[O:11][C:12]([C:39]2[CH:44]=[CH:43][CH:42]=[CH:41][N:40]=2)=[CH:13][N:14]=1)([C:4]([CH3:7])([CH3:5])[CH3:6])([CH3:3])[CH3:2].